Dataset: Full USPTO retrosynthesis dataset with 1.9M reactions from patents (1976-2016). Task: Predict the reactants needed to synthesize the given product. Given the product [F:13][C:4]1[C:5]2[O:9][C:8]([CH3:11])([CH3:10])[CH2:7][C:6]=2[CH:12]=[C:2]([B:19]([OH:24])[OH:20])[CH:3]=1, predict the reactants needed to synthesize it. The reactants are: Br[C:2]1[CH:3]=[C:4]([F:13])[C:5]2[O:9][C:8]([CH3:11])([CH3:10])[CH2:7][C:6]=2[CH:12]=1.C([Li])CCC.[B:19](OC(C)C)([O:24]C(C)C)[O:20]C(C)C.Cl.